This data is from Merck oncology drug combination screen with 23,052 pairs across 39 cell lines. The task is: Regression. Given two drug SMILES strings and cell line genomic features, predict the synergy score measuring deviation from expected non-interaction effect. (1) Drug 1: N.N.O=C(O)C1(C(=O)O)CCC1.[Pt]. Drug 2: C=CCn1c(=O)c2cnc(Nc3ccc(N4CCN(C)CC4)cc3)nc2n1-c1cccc(C(C)(C)O)n1. Cell line: NCIH520. Synergy scores: synergy=-0.652. (2) Drug 1: CC1CC2C3CCC4=CC(=O)C=CC4(C)C3(F)C(O)CC2(C)C1(O)C(=O)CO. Drug 2: O=C(CCCCCCC(=O)Nc1ccccc1)NO. Cell line: LNCAP. Synergy scores: synergy=25.3. (3) Drug 1: Cc1nc(Nc2ncc(C(=O)Nc3c(C)cccc3Cl)s2)cc(N2CCN(CCO)CC2)n1. Drug 2: COC1CC2CCC(C)C(O)(O2)C(=O)C(=O)N2CCCCC2C(=O)OC(C(C)CC2CCC(OP(C)(C)=O)C(OC)C2)CC(=O)C(C)C=C(C)C(O)C(OC)C(=O)C(C)CC(C)C=CC=CC=C1C. Cell line: RPMI7951. Synergy scores: synergy=54.7. (4) Drug 1: O=P1(N(CCCl)CCCl)NCCCO1. Drug 2: NC(=O)c1cccc2cn(-c3ccc(C4CCCNC4)cc3)nc12. Cell line: ZR751. Synergy scores: synergy=16.3.